Regression. Given two drug SMILES strings and cell line genomic features, predict the synergy score measuring deviation from expected non-interaction effect. From a dataset of NCI-60 drug combinations with 297,098 pairs across 59 cell lines. Drug 1: CC(CN1CC(=O)NC(=O)C1)N2CC(=O)NC(=O)C2. Drug 2: CC(C1=C(C=CC(=C1Cl)F)Cl)OC2=C(N=CC(=C2)C3=CN(N=C3)C4CCNCC4)N. Cell line: NCI-H460. Synergy scores: CSS=36.0, Synergy_ZIP=-2.48, Synergy_Bliss=-2.61, Synergy_Loewe=-1.44, Synergy_HSA=-0.918.